Dataset: Catalyst prediction with 721,799 reactions and 888 catalyst types from USPTO. Task: Predict which catalyst facilitates the given reaction. (1) Reactant: [F:1][C:2]1[CH:7]=[CH:6][C:5]([N:8]2[C:16]3[CH:15]=[C:14]([CH3:17])[CH:13]=[C:12]([NH:18][CH2:19][C:20]4([C:23]([F:26])([F:25])[F:24])[CH2:22][O:21]4)[C:11]=3[CH:10]=[N:9]2)=[CH:4][CH:3]=1.[CH2:27]([NH2:29])[CH3:28]. Product: [CH2:27]([NH:29][CH2:22][C:20]([CH2:19][NH:18][C:12]1[CH:13]=[C:14]([CH3:17])[CH:15]=[C:16]2[C:11]=1[CH:10]=[N:9][N:8]2[C:5]1[CH:4]=[CH:3][C:2]([F:1])=[CH:7][CH:6]=1)([OH:21])[C:23]([F:25])([F:24])[F:26])[CH3:28]. The catalyst class is: 4. (2) Reactant: [C:1]([O:5][C:6]([N:8]1[CH2:13][CH2:12][CH:11]([N:14]2[C:18]3[CH:19]=[C:20]([F:27])[C:21]([C:23]([O:25]C)=[O:24])=[CH:22][C:17]=3[NH:16][C:15]2=[O:28])[CH2:10][CH2:9]1)=[O:7])([CH3:4])([CH3:3])[CH3:2].[OH-].[Na+].Cl. Product: [C:1]([O:5][C:6]([N:8]1[CH2:13][CH2:12][CH:11]([N:14]2[C:18]3[CH:19]=[C:20]([F:27])[C:21]([C:23]([OH:25])=[O:24])=[CH:22][C:17]=3[NH:16][C:15]2=[O:28])[CH2:10][CH2:9]1)=[O:7])([CH3:4])([CH3:2])[CH3:3]. The catalyst class is: 111. (3) Reactant: O1CCCC1.[S:6]([CH2:9][CH2:10][CH2:11][CH2:12][CH2:13][O:14][C:15]1[CH:20]=[CH:19][C:18]([CH3:21])=[C:17]([S:22][CH2:23][C:24]([F:27])([F:26])[F:25])[CH:16]=1)C#N.[F:28][C:29]([Si](C)(C)C)([F:31])[F:30].[F-].C([N+](CCCC)(CCCC)CCCC)CCC.O1CCCC1. Product: [F:28][C:29]([F:31])([F:30])[S:6][CH2:9][CH2:10][CH2:11][CH2:12][CH2:13][O:14][C:15]1[CH:20]=[CH:19][C:18]([CH3:21])=[C:17]([S:22][CH2:23][C:24]([F:27])([F:25])[F:26])[CH:16]=1. The catalyst class is: 175.